Dataset: Reaction yield outcomes from USPTO patents with 853,638 reactions. Task: Predict the reaction yield, written as a fraction of the theoretical maximum amount of product (1.0 means a 100% yield; for example, 0.34 means a 34% yield). (1) The product is [CH3:12][N:14]1[CH2:19][CH2:18][O:17][CH2:16][CH:15]1[CH2:20][OH:21]. The yield is 0.850. The catalyst is C1COCC1. The reactants are [H-].[H-].[H-].[H-].[Li+].[Al+3].C(O[C:12]([N:14]1[CH2:19][CH2:18][O:17][CH2:16][CH:15]1[CH2:20][OH:21])=O)(C)(C)C. (2) The catalyst is C1COCC1. The yield is 0.900. The product is [F:29][C:30]1[CH:35]=[CH:34][C:33]([CH2:36][C:37]([NH:1][C@H:2]([C:23]2[CH:24]=[CH:25][CH:26]=[CH:27][CH:28]=2)[CH2:3][CH2:4][N:5]2[CH2:10][CH2:9][CH:8]([C:11]3[CH:12]=[C:13]([NH:17][C:18](=[O:22])[CH:19]([CH3:21])[CH3:20])[CH:14]=[CH:15][CH:16]=3)[CH2:7][CH2:6]2)=[O:38])=[CH:32][CH:31]=1. The reactants are [NH2:1][C@H:2]([C:23]1[CH:28]=[CH:27][CH:26]=[CH:25][CH:24]=1)[CH2:3][CH2:4][N:5]1[CH2:10][CH2:9][CH:8]([C:11]2[CH:12]=[C:13]([NH:17][C:18](=[O:22])[CH:19]([CH3:21])[CH3:20])[CH:14]=[CH:15][CH:16]=2)[CH2:7][CH2:6]1.[F:29][C:30]1[CH:35]=[CH:34][C:33]([CH2:36][C:37](Cl)=[O:38])=[CH:32][CH:31]=1. (3) The reactants are Br[C:2]1[CH:10]=[CH:9][C:5]([C:6]([OH:8])=[O:7])=[CH:4][C:3]=1[O:11][CH3:12].[C:13]([O-:16])(O)=O.[Na+].[CH3:18]S(C)=O. The catalyst is C(Cl)Cl. The product is [CH3:18][O:8][C:6](=[O:7])[C:5]1[CH:9]=[CH:10][C:2]([CH:13]=[O:16])=[C:3]([O:11][CH3:12])[CH:4]=1. The yield is 0.790. (4) The reactants are [Cl:1][C:2]1[CH:3]=[C:4]([N:20]2[C:25](=[O:26])[NH:24][C:23](=[O:27])[C:22](C(O)=O)=[N:21]2)[CH:5]=[C:6]([Cl:19])[C:7]=1[O:8][C:9]1[CH:14]=[C:13]([CH:15]([CH3:17])[CH3:16])[C:12](=[O:18])[NH:11][N:10]=1.SCC(O)=O. The catalyst is O. The product is [Cl:1][C:2]1[CH:3]=[C:4]([N:20]2[C:25](=[O:26])[NH:24][C:23](=[O:27])[CH:22]=[N:21]2)[CH:5]=[C:6]([Cl:19])[C:7]=1[O:8][C:9]1[CH:14]=[C:13]([CH:15]([CH3:17])[CH3:16])[C:12](=[O:18])[NH:11][N:10]=1. The yield is 0.230.